From a dataset of Forward reaction prediction with 1.9M reactions from USPTO patents (1976-2016). Predict the product of the given reaction. (1) Given the reactants C(OC([C:6]1[CH:11]=[CH:10][C:9]([N:12]2[CH2:17][CH2:16][C:15](=O)[CH2:14][CH2:13]2)=[CH:8][CH:7]=1)=O)C.[NH2:19][CH2:20][C@@H:21]([C:23]1[CH:24]=[CH:25][C:26]([OH:34])=[C:27]([NH:29][S:30]([CH3:33])(=[O:32])=[O:31])[CH:28]=1)[OH:22].C(O[BH-](O[C:45](=[O:47])[CH3:46])OC(=O)C)(=O)C.[Na+].[C:49](=O)(O)[O-:50].[Na+], predict the reaction product. The product is: [CH2:45]([O:47][C:49](=[O:50])[C:8]1[CH:7]=[CH:6][CH:11]=[CH:10][C:9]=1[N:12]1[CH2:13][CH2:14][CH:15]([NH:19][CH2:20][C@H:21]([OH:22])[C:23]2[CH:24]=[CH:25][C:26]([OH:34])=[C:27]([NH:29][S:30]([CH3:33])(=[O:32])=[O:31])[CH:28]=2)[CH2:16][CH2:17]1)[CH3:46]. (2) Given the reactants [CH:1]1([S:4]([NH:7][C:8]([C@@:10]23[CH2:25][C@H:24]2[CH2:23][C:22]([F:27])([F:26])[CH2:21][CH2:20][CH2:19][CH2:18][CH2:17][C@H:16]([NH:28]C(=O)OC(C)(C)C)[C:15](=[O:36])[N:14]2[CH2:37][C@H:38]([O:40][C:41]4[N:42]=[C:43]5[C:48](=[C:49]6[C:54]=4[CH:53]=[CH:52][CH:51]=[CH:50]6)[CH:47]=[CH:46][CH:45]=[CH:44]5)[CH2:39][C@H:13]2[C:12](=[O:55])[NH:11]3)=[O:9])(=[O:6])=[O:5])[CH2:3][CH2:2]1.[ClH:56], predict the reaction product. The product is: [NH2:28][C@@H:16]1[C:15](=[O:36])[N:14]2[CH2:37][C@H:38]([O:40][C:41]3[N:42]=[C:43]4[C:48](=[C:49]5[C:54]=3[CH:53]=[CH:52][CH:51]=[CH:50]5)[CH:47]=[CH:46][CH:45]=[CH:44]4)[CH2:39][C@H:13]2[C:12](=[O:55])[NH:11][C@:10]2([C:8]([NH:7][S:4]([CH:1]3[CH2:3][CH2:2]3)(=[O:6])=[O:5])=[O:9])[CH2:25][C@H:24]2[CH2:23][C:22]([F:26])([F:27])[CH2:21][CH2:20][CH2:19][CH2:18][CH2:17]1.[ClH:56]. (3) Given the reactants [I:1][C:2]1[CH:7]=[CH:6][C:5]([C@@H:8]2[CH2:10][C@H:9]2[NH2:11])=[CH:4][CH:3]=1.[CH:12]([CH:14]1[CH2:19][CH2:18][N:17]([CH2:20][C:21]2[CH:30]=[CH:29][C:24]([C:25]([O:27][CH3:28])=[O:26])=[CH:23][CH:22]=2)[CH2:16][CH2:15]1)=O.C([BH3-])#N.[Na+].C(O)(=O)C, predict the reaction product. The product is: [I:1][C:2]1[CH:3]=[CH:4][C:5]([C@@H:8]2[CH2:10][C@H:9]2[NH:11][CH2:12][CH:14]2[CH2:19][CH2:18][N:17]([CH2:20][C:21]3[CH:22]=[CH:23][C:24]([C:25]([O:27][CH3:28])=[O:26])=[CH:29][CH:30]=3)[CH2:16][CH2:15]2)=[CH:6][CH:7]=1. (4) Given the reactants [C:1]([C:3]1[C:4]([N:22]2[CH2:27][CH2:26][CH:25]([C:28](O)=[O:29])[CH2:24][CH2:23]2)=[N:5][C:6]([CH2:15][N:16]2[CH2:20][CH2:19][CH2:18][C:17]2=[O:21])=[C:7]([C:9]([O:11][CH:12]([CH3:14])[CH3:13])=[O:10])[CH:8]=1)#[N:2].[O:31]1[CH2:36][CH2:35][CH:34]([CH2:37][S:38]([NH2:41])(=[O:40])=[O:39])[CH2:33][CH2:32]1, predict the reaction product. The product is: [C:1]([C:3]1[C:4]([N:22]2[CH2:23][CH2:24][CH:25]([C:28](=[O:29])[NH:41][S:38]([CH2:37][CH:34]3[CH2:35][CH2:36][O:31][CH2:32][CH2:33]3)(=[O:40])=[O:39])[CH2:26][CH2:27]2)=[N:5][C:6]([CH2:15][N:16]2[CH2:20][CH2:19][CH2:18][C:17]2=[O:21])=[C:7]([CH:8]=1)[C:9]([O:11][CH:12]([CH3:13])[CH3:14])=[O:10])#[N:2]. (5) Given the reactants [F:1][C:2]1[CH:8]=[CH:7][CH:6]=[CH:5][C:3]=1[NH2:4].[CH3:9][C:10]1[CH:26]=[CH:25][C:13]([C:14]([NH:16][CH:17]([N:22]=[C:23]=[O:24])[C:18]([Cl:21])([Cl:20])[Cl:19])=[O:15])=[CH:12][CH:11]=1, predict the reaction product. The product is: [CH3:9][C:10]1[CH:11]=[CH:12][C:13]([C:14]([NH:16][CH:17]([NH:22][C:23]([NH:4][C:3]2[CH:5]=[CH:6][CH:7]=[CH:8][C:2]=2[F:1])=[O:24])[C:18]([Cl:21])([Cl:20])[Cl:19])=[O:15])=[CH:25][CH:26]=1. (6) Given the reactants [F:1][C:2]([F:13])([F:12])[C:3]1[CH:4]=[C:5]([C:9](=[O:11])[CH3:10])[CH:6]=[CH:7][CH:8]=1.[Br:14]Br, predict the reaction product. The product is: [Br:14][CH2:10][C:9]([C:5]1[CH:6]=[CH:7][CH:8]=[C:3]([C:2]([F:12])([F:13])[F:1])[CH:4]=1)=[O:11].